From a dataset of Reaction yield outcomes from USPTO patents with 853,638 reactions. Predict the reaction yield, written as a fraction of the theoretical maximum amount of product (1.0 means a 100% yield; for example, 0.34 means a 34% yield). The reactants are Cl.[O:2]1[CH2:7][CH2:6][CH:5]([CH:8]2[NH:14][CH2:13][C:12]3[CH:15]=[CH:16][C:17]([C:19]([O:21][CH3:22])=[O:20])=[CH:18][C:11]=3[O:10][CH2:9]2)[CH2:4][CH2:3]1.CCN(CC)CC.[O:30]1[CH2:35][CH2:34][CH:33]([C:36](O)=[O:37])[CH2:32][CH2:31]1.ClC(Cl)C. No catalyst specified. The product is [O:30]1[CH2:35][CH2:34][CH:33]([C:36]([N:14]2[CH2:13][C:12]3[CH:15]=[CH:16][C:17]([C:19]([O:21][CH3:22])=[O:20])=[CH:18][C:11]=3[O:10][CH2:9][CH:8]2[CH:5]2[CH2:6][CH2:7][O:2][CH2:3][CH2:4]2)=[O:37])[CH2:32][CH2:31]1. The yield is 0.990.